Predict the reaction yield, written as a fraction of the theoretical maximum amount of product (1.0 means a 100% yield; for example, 0.34 means a 34% yield). From a dataset of Reaction yield outcomes from USPTO patents with 853,638 reactions. (1) The reactants are [NH2:1][C:2]1[S:3][CH:4]=[C:5]([CH2:7][N:8]([CH3:40])[C:9]2[N:14]=[C:13]([Cl:15])[N:12]=[C:11]([N:16](C(OC(C)(C)C)=O)[N:17](C(OC(C)(C)C)=O)C(OC(C)(C)C)=O)[C:10]=2[F:39])[N:6]=1.[ClH:41]. The catalyst is CO.O1CCOCC1. The product is [ClH:15].[ClH:41].[ClH:15].[NH2:1][C:2]1[S:3][CH:4]=[C:5]([CH2:7][N:8]([CH3:40])[C:9]2[NH:14][C:13]([Cl:15])=[N:12][C:11](=[N:16][NH2:17])[C:10]=2[F:39])[N:6]=1. The yield is 0.830. (2) The reactants are [N:1]1([C:12](OC(C)(C)C)=O)[CH2:6][CH2:5][CH:4]([C:7]([O:9][CH2:10][CH3:11])=[O:8])[CH2:3][CH2:2]1.C[Si]([N-][Si](C)(C)C)(C)C.[Li+].C=O.[C:31](=[O:34])([O-])[O-].[Na+].[Na+].ClC1[N:43]=[CH:42][C:41]([B:44]([OH:46])[OH:45])=[CH:40][N:39]=1. The catalyst is C1COCC1.C(O)C. The product is [CH2:10]([O:9][C:7]([C:4]1([CH2:31][OH:34])[CH2:3][CH2:2][N:1]([C:12]2[N:43]=[CH:42][C:41]([B:44]([OH:46])[OH:45])=[CH:40][N:39]=2)[CH2:6][CH2:5]1)=[O:8])[CH3:11]. The yield is 0.830. (3) The reactants are [F:1][C:2]([F:22])([F:21])[C:3]1[CH:4]=[C:5]([C:9]2[NH:13][C:12]3[CH:14]=[CH:15][CH:16]=[C:17](C(O)=O)[C:11]=3[N:10]=2)[CH:6]=[CH:7][CH:8]=1.C1(P(N=[N+]=[N-])(C2C=CC=CC=2)=[O:30])C=CC=CC=1.CC[N:42]([CH2:45]C)CC.[CH2:47]([OH:54])[C:48]1[CH:53]=[CH:52][CH:51]=[CH:50][CH:49]=1. The catalyst is C1(C)C=CC=CC=1. The product is [F:21][C:2]([F:22])([F:1])[C:3]1[CH:4]=[C:5]([C:9]2[NH:13][C:12]3[CH:14]=[CH:15][CH:16]=[C:17]([NH:42][C:45](=[O:30])[O:54][CH2:47][C:48]4[CH:53]=[CH:52][CH:51]=[CH:50][CH:49]=4)[C:11]=3[N:10]=2)[CH:6]=[CH:7][CH:8]=1. The yield is 0.700. (4) The yield is 0.800. The catalyst is C1(C)C=CC=CC=1.O.C1C=CC([P]([Pd]([P](C2C=CC=CC=2)(C2C=CC=CC=2)C2C=CC=CC=2)([P](C2C=CC=CC=2)(C2C=CC=CC=2)C2C=CC=CC=2)[P](C2C=CC=CC=2)(C2C=CC=CC=2)C2C=CC=CC=2)(C2C=CC=CC=2)C2C=CC=CC=2)=CC=1. The product is [CH3:25][C:16]1[CH:21]=[CH:20][CH:19]=[CH:18][C:17]=1[C:2]1[CH:11]=[CH:10][C:5]([C:6]([O:8][CH3:9])=[O:7])=[CH:4][C:3]=1[C:12]([F:15])([F:14])[F:13]. The reactants are Br[C:2]1[CH:11]=[CH:10][C:5]([C:6]([O:8][CH3:9])=[O:7])=[CH:4][C:3]=1[C:12]([F:15])([F:14])[F:13].[C:16]1([CH3:25])[CH:21]=[CH:20][CH:19]=[CH:18][C:17]=1B(O)O.C(=O)([O-])[O-].[K+].[K+]. (5) The reactants are [CH3:1][C:2]1[CH:35]=[C:5]2[N:6]([CH:29]3[CH2:34][CH2:33][O:32][CH2:31][CH2:30]3)[C:7](=[O:28])[C:8]([CH2:13][C:14]3[CH:19]=[CH:18][C:17]([C:20]4[C:21]([C:26]#[N:27])=[CH:22][CH:23]=[CH:24][CH:25]=4)=[CH:16][CH:15]=3)=[C:9]([CH2:10][CH2:11][CH3:12])[N:4]2[N:3]=1.C([Sn](=O)CCCC)CCC.[N:46]([Si](C)(C)C)=[N+:47]=[N-:48].C1(C)C=CC=CC=1. The catalyst is C(OCC)(=O)C. The product is [CH3:1][C:2]1[CH:35]=[C:5]2[N:6]([CH:29]3[CH2:30][CH2:31][O:32][CH2:33][CH2:34]3)[C:7](=[O:28])[C:8]([CH2:13][C:14]3[CH:15]=[CH:16][C:17]([C:20]4[CH:25]=[CH:24][CH:23]=[CH:22][C:21]=4[C:26]4[NH:48][N:47]=[N:46][N:27]=4)=[CH:18][CH:19]=3)=[C:9]([CH2:10][CH2:11][CH3:12])[N:4]2[N:3]=1. The yield is 0.310. (6) The reactants are [F:1][C:2]1[C:10]([CH:11]=O)=[CH:9][CH:8]=[C:7]2[C:3]=1[CH:4]=[C:5]([CH3:13])[NH:6]2.[CH3:14][C:15]([S@@:18]([NH2:20])=[O:19])([CH3:17])[CH3:16]. The catalyst is C1COCC1.O. The product is [F:1][C:2]1[C:10]([CH:11]=[N:20][S@:18]([C:15]([CH3:17])([CH3:16])[CH3:14])=[O:19])=[CH:9][CH:8]=[C:7]2[C:3]=1[CH:4]=[C:5]([CH3:13])[NH:6]2. The yield is 0.870.